This data is from NCI-60 drug combinations with 297,098 pairs across 59 cell lines. The task is: Regression. Given two drug SMILES strings and cell line genomic features, predict the synergy score measuring deviation from expected non-interaction effect. Cell line: PC-3. Drug 2: CCCCC(=O)OCC(=O)C1(CC(C2=C(C1)C(=C3C(=C2O)C(=O)C4=C(C3=O)C=CC=C4OC)O)OC5CC(C(C(O5)C)O)NC(=O)C(F)(F)F)O. Drug 1: C1CC(=O)NC(=O)C1N2CC3=C(C2=O)C=CC=C3N. Synergy scores: CSS=2.36, Synergy_ZIP=-3.69, Synergy_Bliss=-7.07, Synergy_Loewe=-4.22, Synergy_HSA=-4.22.